From a dataset of Forward reaction prediction with 1.9M reactions from USPTO patents (1976-2016). Predict the product of the given reaction. (1) Given the reactants O[N:2]=[CH:3][C:4]1[CH:15]=[CH:14][C:7]([O:8][CH2:9][C:10]([O:12][CH3:13])=[O:11])=[CH:6][CH:5]=1.C(O)(=O)C.N#N, predict the reaction product. The product is: [C:10]([OH:12])(=[O:11])[CH3:9].[NH2:2][CH2:3][C:4]1[CH:15]=[CH:14][C:7]([O:8][CH2:9][C:10]([O:12][CH3:13])=[O:11])=[CH:6][CH:5]=1. (2) Given the reactants [CH3:1][O:2][C:3]1[CH:10]=[C:9]([O:11][CH3:12])[CH:8]=[C:7]([O:13][CH3:14])[C:4]=1[CH:5]=O.II.S([O-])([O-])(=O)=S.[Na+].[Na+].O.[NH3:25], predict the reaction product. The product is: [CH3:1][O:2][C:3]1[CH:10]=[C:9]([O:11][CH3:12])[CH:8]=[C:7]([O:13][CH3:14])[C:4]=1[C:5]#[N:25]. (3) Given the reactants [N:1]12[CH2:8][CH2:7][CH:4]([CH2:5][CH2:6]1)[CH:3]([NH:9][C:10]([C:12]1[CH:13]=[CH:14][CH:15]=[C:16]3[O:20][C:19]([C:21]4[CH:26]=[CH:25][C:24](I)=[CH:23][CH:22]=4)=[N:18][C:17]=13)=[O:11])[CH2:2]2.[C:28]1([OH:34])[CH:33]=[CH:32][CH:31]=[CH:30][CH:29]=1.C(=O)([O-])[O-].[Cs+].[Cs+], predict the reaction product. The product is: [N:1]12[CH2:8][CH2:7][CH:4]([CH2:5][CH2:6]1)[CH:3]([NH:9][C:10]([C:12]1[CH:13]=[CH:14][CH:15]=[C:16]3[O:20][C:19]([C:21]4[CH:26]=[CH:25][C:24]([O:34][C:28]5[CH:33]=[CH:32][CH:31]=[CH:30][CH:29]=5)=[CH:23][CH:22]=4)=[N:18][C:17]=13)=[O:11])[CH2:2]2. (4) Given the reactants [Cl:1][C:2]1[CH:3]=[C:4]2[C:9](=[CH:10][C:11]=1[C:12]([N:14]1[CH2:18][CH2:17][CH2:16][CH2:15]1)=[O:13])[N:8]=[CH:7][N:6]=[C:5]2[NH:19][CH:20]([C:26]1[N:30](C(OC(C)(C)C)=O)[C:29]2[CH:38]=[CH:39][C:40]([Cl:42])=[CH:41][C:28]=2[N:27]=1)[CH2:21][CH2:22][C:23]([OH:25])=O.[CH3:43][NH:44][CH2:45][C:46]([NH2:48])=[O:47].CN(C(ON1N=NC2C=CC=CC1=2)=[N+](C)C)C.[B-](F)(F)(F)F.FC(F)(F)C(O)=O, predict the reaction product. The product is: [Cl:1][C:2]1[CH:3]=[C:4]2[C:9](=[CH:10][C:11]=1[C:12]([N:14]1[CH2:18][CH2:17][CH2:16][CH2:15]1)=[O:13])[N:8]=[CH:7][N:6]=[C:5]2[NH:19][CH:20]([C:26]1[NH:30][C:29]2[CH:38]=[CH:39][C:40]([Cl:42])=[CH:41][C:28]=2[N:27]=1)[CH2:21][CH2:22][C:23]([N:44]([CH2:45][C:46]([NH2:48])=[O:47])[CH3:43])=[O:25]. (5) Given the reactants Cl[C:2]1[C:7]([C:8]([O:10][CH2:11][CH3:12])=[O:9])=[C:6]([CH2:13][CH3:14])[N:5]=[C:4]2[N:15]([CH2:18][CH3:19])[N:16]=[CH:17][C:3]=12.Cl.[O:21]1[CH2:26][CH2:25][CH:24]([NH2:27])[CH2:23][CH2:22]1.CCN(C(C)C)C(C)C, predict the reaction product. The product is: [CH2:18]([N:15]1[C:4]2=[N:5][C:6]([CH2:13][CH3:14])=[C:7]([C:8]([O:10][CH2:11][CH3:12])=[O:9])[C:2]([NH:27][CH:24]3[CH2:25][CH2:26][O:21][CH2:22][CH2:23]3)=[C:3]2[CH:17]=[N:16]1)[CH3:19].